From a dataset of Full USPTO retrosynthesis dataset with 1.9M reactions from patents (1976-2016). Predict the reactants needed to synthesize the given product. (1) Given the product [C:45]([C:49]1[CH:66]=[CH:65][C:52]([CH2:53][N:54]([CH2:55][CH:56]([C:58]2[CH:59]=[CH:60][C:61]([Cl:64])=[CH:62][CH:63]=2)[F:57])[C:11]([C:9]2[CH:10]=[C:2]([Cl:1])[CH:3]=[C:4]3[C:8]=2[NH:7][CH:6]=[CH:5]3)=[O:13])=[CH:51][CH:50]=1)([CH3:48])([CH3:46])[CH3:47], predict the reactants needed to synthesize it. The reactants are: [Cl:1][C:2]1[CH:3]=[C:4]2[C:8](=[C:9]([C:11]([OH:13])=O)[CH:10]=1)[NH:7][CH:6]=[CH:5]2.CN(C(ON1N=NC2C=CC=CC1=2)=[N+](C)C)C.[B-](F)(F)(F)F.C(N(CC)C(C)C)(C)C.[C:45]([C:49]1[CH:66]=[CH:65][C:52]([CH2:53][NH:54][CH2:55][CH:56]([C:58]2[CH:63]=[CH:62][C:61]([Cl:64])=[CH:60][CH:59]=2)[F:57])=[CH:51][CH:50]=1)([CH3:48])([CH3:47])[CH3:46]. (2) Given the product [NH:1]1[C:5]2=[N:6][CH:7]=[CH:8][CH:9]=[C:4]2[CH:3]=[C:2]1[CH2:10][OH:11], predict the reactants needed to synthesize it. The reactants are: [NH:1]1[C:5]2=[N:6][CH:7]=[CH:8][CH:9]=[C:4]2[CH:3]=[C:2]1[C:10](OCC)=[O:11]. (3) Given the product [Cl:15][C:16]1[C:21]([NH:22][C:23]2[C:32]3[C:27](=[CH:28][C:29]([O:40][CH:41]([CH3:42])[CH3:43])=[CH:30][C:31]=3[O:33][CH:34]3[CH2:35][CH2:36][NH:37][CH:38]([CH3:1])[CH2:39]3)[N:26]=[CH:25][N:24]=2)=[C:20]2[O:44][CH2:45][O:46][C:19]2=[CH:18][CH:17]=1, predict the reactants needed to synthesize it. The reactants are: [C:1](O[BH-](OC(=O)C)OC(=O)C)(=O)C.[Na+].[Cl:15][C:16]1[C:21]([NH:22][C:23]2[C:32]3[C:27](=[CH:28][C:29]([O:40][CH:41]([CH3:43])[CH3:42])=[CH:30][C:31]=3[O:33][CH:34]3[CH2:39][CH2:38][NH:37][CH2:36][CH2:35]3)[N:26]=[CH:25][N:24]=2)=[C:20]2[O:44][CH2:45][O:46][C:19]2=[CH:18][CH:17]=1.C=O.C(O)(=O)C. (4) The reactants are: [N:1]([CH2:4][C:5]1[CH:13]=[CH:12][CH:11]=[CH:10][C:6]=1[C:7](O)=[O:8])=[N+:2]=[N-:3].S(Cl)([Cl:16])=O. Given the product [N:1]([CH2:4][C:5]1[CH:13]=[CH:12][CH:11]=[CH:10][C:6]=1[C:7]([Cl:16])=[O:8])=[N+:2]=[N-:3], predict the reactants needed to synthesize it. (5) Given the product [C:22]([NH:1][C:2]1[O:3][C:4]([C:8]([O:10][CH2:11][CH3:12])=[O:9])=[C:5]([CH3:7])[N:6]=1)(=[O:24])[CH3:23], predict the reactants needed to synthesize it. The reactants are: [NH2:1][C:2]1[O:3][C:4]([C:8]([O:10][CH2:11][CH3:12])=[O:9])=[C:5]([CH3:7])[N:6]=1.CCN(C(C)C)C(C)C.[C:22](Cl)(=[O:24])[CH3:23]. (6) The reactants are: [CH3:1][C:2]([N:6]1[CH2:11][CH2:10][CH2:9][CH2:8][CH2:7]1)([CH3:5])[C:3]#[N:4].[C:12]1([Li])[CH:17]=[CH:16][CH:15]=[CH:14][CH:13]=1.[BH4-].[Na+].NC(C1C=CC=CC=1)C1(N(C)C)CCCC1. Given the product [CH3:5][C:2]([N:6]1[CH2:11][CH2:10][CH2:9][CH2:8][CH2:7]1)([CH3:1])[CH:3]([C:12]1[CH:17]=[CH:16][CH:15]=[CH:14][CH:13]=1)[NH2:4], predict the reactants needed to synthesize it. (7) Given the product [F:14][C:11]1[CH:12]=[CH:13][C:8]([C:5]([CH3:6])([CH3:7])[CH2:4][C:3](=[O:18])[C:2]([F:1])([F:20])[F:19])=[C:9]([CH:10]=1)[C:15]([NH:25][C@H:26]([C:27]1[CH:35]=[CH:34][C:38]([O:37][CH3:36])=[CH:29][CH:28]=1)[CH3:32])=[O:17], predict the reactants needed to synthesize it. The reactants are: [F:1][C:2]([F:20])([F:19])[C:3](=[O:18])[CH2:4][C:5]([C:8]1[CH:13]=[CH:12][C:11]([F:14])=[CH:10][C:9]=1[C:15]([OH:17])=O)([CH3:7])[CH3:6].S(Cl)(Cl)=O.[N:25]1C(C)=[CH:29][CH:28]=[CH:27][C:26]=1[CH3:32].Cl.[CH2:34]1[CH2:38][O:37][CH2:36][CH2:35]1.